This data is from Forward reaction prediction with 1.9M reactions from USPTO patents (1976-2016). The task is: Predict the product of the given reaction. (1) Given the reactants CO[C:3](=[O:25])[C:4]1[CH:9]=[CH:8][C:7]([O:10][CH2:11][C:12]2[C:13]([C:18]3[CH:23]=[CH:22][C:21]([Cl:24])=[CH:20][CH:19]=3)=[N:14][O:15][C:16]=2[CH3:17])=[N:6][CH:5]=1.[NH2:26][CH:27]1[CH2:32][CH2:31][O:30][CH2:29][CH2:28]1, predict the reaction product. The product is: [Cl:24][C:21]1[CH:22]=[CH:23][C:18]([C:13]2[C:12]([CH2:11][O:10][C:7]3[CH:8]=[CH:9][C:4]([C:3]([NH:26][CH:27]4[CH2:32][CH2:31][O:30][CH2:29][CH2:28]4)=[O:25])=[CH:5][N:6]=3)=[C:16]([CH3:17])[O:15][N:14]=2)=[CH:19][CH:20]=1. (2) The product is: [C:14]([O:18][C:19]([NH:21][CH2:22][CH2:23][O:1][C:2]1[CH:11]=[C:10]([S:12][CH3:13])[CH:9]=[CH:8][C:3]=1[C:4]([O:6][CH3:7])=[O:5])=[O:20])([CH3:17])([CH3:16])[CH3:15]. Given the reactants [OH:1][C:2]1[CH:11]=[C:10]([S:12][CH3:13])[CH:9]=[CH:8][C:3]=1[C:4]([O:6][CH3:7])=[O:5].[C:14]([O:18][C:19]([NH:21][CH2:22][CH2:23]O)=[O:20])([CH3:17])([CH3:16])[CH3:15], predict the reaction product.